Dataset: Full USPTO retrosynthesis dataset with 1.9M reactions from patents (1976-2016). Task: Predict the reactants needed to synthesize the given product. Given the product [CH3:30][O:31][C:32]1[CH:37]=[CH:36][C:35]([C@@H:38]([NH:40][C@@H:2]2[C:11]3[N:10]=[CH:9][CH:8]=[CH:7][C:6]=3[CH2:5][CH2:4][C@@H:3]2[CH2:12][CH2:13][C:14]([O:16][CH2:17][CH3:18])=[O:15])[CH3:39])=[CH:34][CH:33]=1, predict the reactants needed to synthesize it. The reactants are: O=[C:2]1[C:11]2[N:10]=[CH:9][CH:8]=[CH:7][C:6]=2[CH2:5][CH2:4][CH:3]1[CH2:12][CH2:13][C:14]([O:16][CH2:17][CH3:18])=[O:15].C1(C)C=CC(S(O)(=O)=O)=CC=1.[CH3:30][O:31][C:32]1[CH:37]=[CH:36][C:35]([C@@H:38]([NH2:40])[CH3:39])=[CH:34][CH:33]=1.C(O[BH-](OC(=O)C)OC(=O)C)(=O)C.[Na+].